This data is from Full USPTO retrosynthesis dataset with 1.9M reactions from patents (1976-2016). The task is: Predict the reactants needed to synthesize the given product. (1) Given the product [Cl:1][C:2]1[C:10]([Cl:11])=[CH:9][CH:8]=[CH:7][C:3]=1[C:4]([NH:30][CH2:29][C:16]1([C:19]2[CH:20]=[N:21][C:22]([C:25]([F:28])([F:26])[F:27])=[CH:23][CH:24]=2)[CH2:17][CH2:18][C:13]([F:12])([F:31])[CH2:14][CH2:15]1)=[O:6], predict the reactants needed to synthesize it. The reactants are: [Cl:1][C:2]1[C:10]([Cl:11])=[CH:9][CH:8]=[CH:7][C:3]=1[C:4]([OH:6])=O.[F:12][C:13]1([F:31])[CH2:18][CH2:17][C:16]([CH2:29][NH2:30])([C:19]2[CH:20]=[N:21][C:22]([C:25]([F:28])([F:27])[F:26])=[CH:23][CH:24]=2)[CH2:15][CH2:14]1. (2) Given the product [Cl:35][C:29]1[C:30]([Cl:34])=[CH:31][CH:32]=[CH:33][C:28]=1[N:25]1[CH2:24][CH2:23][N:22]([CH2:21][CH2:20][O:19][C:13]2[N:12]=[C:11]3[C:16]([CH:17]=[CH:18][C:9](=[O:8])[NH:10]3)=[CH:15][CH:14]=2)[CH2:27][CH2:26]1, predict the reactants needed to synthesize it. The reactants are: C([O:8][C:9]1[CH:18]=[CH:17][C:16]2[C:11](=[N:12][C:13]([O:19][CH2:20][CH2:21][N:22]3[CH2:27][CH2:26][N:25]([C:28]4[CH:33]=[CH:32][CH:31]=[C:30]([Cl:34])[C:29]=4[Cl:35])[CH2:24][CH2:23]3)=[CH:14][CH:15]=2)[N:10]=1)C1C=CC=CC=1. (3) Given the product [Br-:1].[F:12][C:9]([C:6]1[CH:7]=[CH:8][C:3]([CH2:2][P+:59]([C:60]2[CH:61]=[CH:62][CH:63]=[CH:64][CH:65]=2)([C:66]2[CH:71]=[CH:70][CH:69]=[CH:68][CH:67]=2)[C:53]2[CH:54]=[CH:55][CH:56]=[CH:57][CH:58]=2)=[CH:4][CH:5]=1)([CH3:11])[CH3:10], predict the reactants needed to synthesize it. The reactants are: [Br:1][CH2:2][C:3]1[CH:8]=[CH:7][C:6]([C:9]([F:12])([CH3:11])[CH3:10])=[CH:5][CH:4]=1.C(N(S(F)(F)F)CC)C.C(OC1C=CC(N2C3C=CC(/C=C\C4C=CC(C(OC)=O)=CC=4)=CC=3N=C2)=CC=1)(C)C.[C:53]1([P:59]([C:66]2[CH:71]=[CH:70][CH:69]=[CH:68][CH:67]=2)[C:60]2[CH:65]=[CH:64][CH:63]=[CH:62][CH:61]=2)[CH:58]=[CH:57][CH:56]=[CH:55][CH:54]=1.[Cl-].C(C1C=CC(C[P+](C2C=CC=CC=2)(C2C=CC=CC=2)C2C=CC=CC=2)=CC=1)C. (4) Given the product [C:1]([O:4][C@H:5]([CH2:11][C:12]1[CH:17]=[CH:16][CH:15]=[CH:14][C:13]=1[O:18][CH:24]1[CH2:23][CH2:22][CH2:21][CH2:20][O:19]1)[C:6]([O:8][CH2:9][CH3:10])=[O:7])(=[O:3])[CH3:2], predict the reactants needed to synthesize it. The reactants are: [C:1]([O:4][C@H:5]([CH2:11][C:12]1[CH:17]=[CH:16][CH:15]=[CH:14][C:13]=1[OH:18])[C:6]([O:8][CH2:9][CH3:10])=[O:7])(=[O:3])[CH3:2].[OH2:19].[C:20]1(C)C=[CH:24][C:23](S(O)(=O)=O)=[CH:22][CH:21]=1. (5) Given the product [CH2:17]([O:24][CH2:25][CH2:26][CH2:27][CH2:28][O:29][C:30]1[N:35]=[C:34]([NH:36][C:37](=[O:42])[C:38]([CH3:39])([CH3:40])[CH3:41])[C:33]([CH:43]=[CH:11][C:12]([O:14][CH2:15][CH3:16])=[O:13])=[CH:32][CH:31]=1)[C:18]1[CH:23]=[CH:22][CH:21]=[CH:20][CH:19]=1, predict the reactants needed to synthesize it. The reactants are: [H-].[Na+].C(OP([CH2:11][C:12]([O:14][CH2:15][CH3:16])=[O:13])(OCC)=O)C.[CH2:17]([O:24][CH2:25][CH2:26][CH2:27][CH2:28][O:29][C:30]1[N:35]=[C:34]([NH:36][C:37](=[O:42])[C:38]([CH3:41])([CH3:40])[CH3:39])[C:33]([CH:43]=O)=[CH:32][CH:31]=1)[C:18]1[CH:23]=[CH:22][CH:21]=[CH:20][CH:19]=1. (6) The reactants are: C(O)(=O)C.[F:5][C:6]([F:26])([F:25])[O:7][C:8]1[CH:13]=[CH:12][C:11]([N:14]2[CH2:18][CH2:17][C:16]3([CH2:23][CH2:22][NH:21][CH2:20][CH2:19]3)[C:15]2=[O:24])=[CH:10][CH:9]=1.[N:27]1[CH:32]=[CH:31][CH:30]=[C:29]([S:33](Cl)(=[O:35])=[O:34])[CH:28]=1.Cl. Given the product [N:27]1[CH:32]=[CH:31][CH:30]=[C:29]([S:33]([N:21]2[CH2:20][CH2:19][C:16]3([C:15](=[O:24])[N:14]([C:11]4[CH:12]=[CH:13][C:8]([O:7][C:6]([F:5])([F:25])[F:26])=[CH:9][CH:10]=4)[CH2:18][CH2:17]3)[CH2:23][CH2:22]2)(=[O:35])=[O:34])[CH:28]=1, predict the reactants needed to synthesize it.